From a dataset of Reaction yield outcomes from USPTO patents with 853,638 reactions. Predict the reaction yield, written as a fraction of the theoretical maximum amount of product (1.0 means a 100% yield; for example, 0.34 means a 34% yield). (1) The reactants are C1([O:7][C:8](=O)[NH:9][C:10]2[CH:15]=[CH:14][C:13]([S:16]([CH:19]([CH3:21])[CH3:20])(=[O:18])=[O:17])=[C:12]([CH2:22][N:23]([C:25]([O:27][C:28]([CH3:31])([CH3:30])[CH3:29])=[O:26])[CH3:24])[CH:11]=2)C=CC=CC=1.[Br:33][C:34]1[CH:39]=[CH:38][C:37]([CH2:40][CH2:41][CH2:42]C(NC2C=CC(SC(C)C)=C(C=2)CN(C)C(=O)OC(C)(C)C)=O)=[C:36]([CH2:66][CH3:67])[CH:35]=1.C1C=C(Cl)C=C(C(OO)=O)C=1. No catalyst specified. The product is [Br:33][C:34]1[CH:39]=[CH:38][C:37]([CH2:40][CH2:41][CH2:42][C:8]([NH:9][C:10]2[CH:15]=[CH:14][C:13]([S:16]([CH:19]([CH3:21])[CH3:20])(=[O:17])=[O:18])=[C:12]([CH:11]=2)[CH2:22][N:23]([CH3:24])[C:25](=[O:26])[O:27][C:28]([CH3:31])([CH3:30])[CH3:29])=[O:7])=[C:36]([CH2:66][CH3:67])[CH:35]=1. The yield is 0.690. (2) The reactants are [C:1]([CH:5]1[CH2:13][C:12]2[C:7](=[CH:8][CH:9]=[CH:10][CH:11]=2)[NH:6]1)([CH3:4])([CH3:3])[CH3:2].C(C1NC2C(C=1)=CC=CC=2)(C)(C)C.[N+:27]([O-])([O-:29])=[O:28].[K+].C([O-])([O-])=O.[Na+].[Na+]. The catalyst is OS(O)(=O)=O. The product is [C:1]([CH:5]1[CH2:13][C:12]2[C:7](=[CH:8][C:9]([N+:27]([O-:29])=[O:28])=[CH:10][CH:11]=2)[NH:6]1)([CH3:4])([CH3:2])[CH3:3]. The yield is 0.320. (3) The reactants are C[O:2][C:3](=[O:37])[CH2:4][CH2:5][CH:6]1[CH:13]2[CH:9]([O:10][CH:11]([CH:14]=[CH:15][C:16]3[CH:21]=[CH:20][CH:19]=[CH:18][CH:17]=3)[O:12]2)[CH:8]([N:22]2[CH:30]=[N:29][C:28]3[C:23]2=[N:24][CH:25]=[N:26][C:27]=3[NH:31][C:32]([NH:34][CH2:35][CH3:36])=[O:33])[O:7]1.O.[OH-].[Li+].C(O)(=O)C. The catalyst is O1CCCC1. The product is [CH2:35]([NH:34][C:32](=[O:33])[NH:31][C:27]1[N:26]=[CH:25][N:24]=[C:23]2[C:28]=1[N:29]=[CH:30][N:22]2[CH:8]1[CH:9]2[O:10][CH:11]([CH:14]=[CH:15][C:16]3[CH:21]=[CH:20][CH:19]=[CH:18][CH:17]=3)[O:12][CH:13]2[CH:6]([CH2:5][CH2:4][C:3]([OH:37])=[O:2])[O:7]1)[CH3:36]. The yield is 0.800. (4) The reactants are [CH3:1][CH:2]1[CH2:4][CH:3]1[C:5]([OH:7])=O.CN(C)C=O.C(Cl)(=O)C(Cl)=O.Cl.[NH2:20][C:21]1[N:22]=[C:23]2[CH:28]=[CH:27][C:26]([O:29][C:30]3[CH:31]=[CH:32][C:33]([F:46])=[C:34]([NH:36][C:37]([C:39]4[N:43]([CH3:44])[N:42]=[C:41]([CH3:45])[CH:40]=4)=[O:38])[CH:35]=3)=[N:25][N:24]2[CH:47]=1. The catalyst is CN(C)C(=O)C.O1CCCC1. The product is [F:46][C:33]1[CH:32]=[CH:31][C:30]([O:29][C:26]2[CH:27]=[CH:28][C:23]3[N:24]([CH:47]=[C:21]([NH:20][C:5]([CH:3]4[CH2:4][CH:2]4[CH3:1])=[O:7])[N:22]=3)[N:25]=2)=[CH:35][C:34]=1[NH:36][C:37]([C:39]1[N:43]([CH3:44])[N:42]=[C:41]([CH3:45])[CH:40]=1)=[O:38]. The yield is 0.250. (5) The reactants are [Cl:1][C:2]1[CH:3]=[C:4]([NH:9][C:10]2[C:19]3[C:14](=[CH:15][C:16]([O:21][CH3:22])=[C:17]([OH:20])[CH:18]=3)[N:13]=[CH:12][N:11]=2)[CH:5]=[CH:6][C:7]=1[F:8].Br[CH2:24][C:25]([O:27][CH2:28][CH3:29])=[O:26].C(=O)([O-])[O-].[K+].[K+]. The catalyst is CN(C)C=O. The product is [Cl:1][C:2]1[CH:3]=[C:4]([NH:9][C:10]2[C:19]3[C:14](=[CH:15][C:16]([O:21][CH3:22])=[C:17]([O:20][CH2:24][C:25]([O:27][CH2:28][CH3:29])=[O:26])[CH:18]=3)[N:13]=[CH:12][N:11]=2)[CH:5]=[CH:6][C:7]=1[F:8]. The yield is 0.740. (6) The catalyst is C(Cl)(Cl)Cl.[O-2].[O-2].[Mn+4]. The reactants are [OH:1][CH2:2][C:3]1[CH:4]=[CH:5][C:6]([N:9]2[CH:13]=[CH:12][C:11]([CH:14]([C:16]3[CH:33]=[CH:32][C:19]4[N:20]([CH2:24][O:25][CH2:26][CH2:27][Si:28]([CH3:31])([CH3:30])[CH3:29])[C:21](=[O:23])[S:22][C:18]=4[CH:17]=3)[CH3:15])=[N:10]2)=[N:7][CH:8]=1. The product is [O:23]=[C:21]1[N:20]([CH2:24][O:25][CH2:26][CH2:27][Si:28]([CH3:31])([CH3:30])[CH3:29])[C:19]2[CH:32]=[CH:33][C:16]([CH:14]([C:11]3[CH:12]=[CH:13][N:9]([C:6]4[N:7]=[CH:8][C:3]([CH:2]=[O:1])=[CH:4][CH:5]=4)[N:10]=3)[CH3:15])=[CH:17][C:18]=2[S:22]1. The yield is 1.00. (7) The reactants are C([O:3][CH2:4][CH2:5][CH2:6][N:7]1[C:12](=[O:13])[C:11]2[C:14]([CH2:30][CH2:31][CH:32]([CH3:34])[CH3:33])=[C:15]([O:18][C:19]3[CH:24]=[CH:23][CH:22]=[C:21]([O:25][C:26]([F:29])([F:28])[F:27])[CH:20]=3)[CH:16]=[N:17][C:10]=2[N:9]([CH3:35])[C:8]1=[O:36])=O.O[Li].O. The catalyst is C1COCC1.O.CC(=O)OCC. The product is [OH:3][CH2:4][CH2:5][CH2:6][N:7]1[C:12](=[O:13])[C:11]2[C:14]([CH2:30][CH2:31][CH:32]([CH3:34])[CH3:33])=[C:15]([O:18][C:19]3[CH:24]=[CH:23][CH:22]=[C:21]([O:25][C:26]([F:29])([F:28])[F:27])[CH:20]=3)[CH:16]=[N:17][C:10]=2[N:9]([CH3:35])[C:8]1=[O:36]. The yield is 0.200.